From a dataset of Reaction yield outcomes from USPTO patents with 853,638 reactions. Predict the reaction yield, written as a fraction of the theoretical maximum amount of product (1.0 means a 100% yield; for example, 0.34 means a 34% yield). (1) The reactants are Br[C:2]1[CH:3]=[C:4]2[C:8](=[C:9]([C:11]#[N:12])[CH:10]=1)[N:7]([CH2:13][O:14][CH2:15][CH2:16][Si:17]([CH3:20])([CH3:19])[CH3:18])[CH:6]=[C:5]2[CH:21]1[CH2:26][CH2:25][N:24]([S:27]([CH2:30][CH3:31])(=[O:29])=[O:28])[CH2:23][CH2:22]1.[CH3:32][C:33]1[CH:38]=[CH:37][C:36]([OH:39])=[CH:35][CH:34]=1.CN(C)CC(O)=O.Cl.C([O-])([O-])=O.[Cs+].[Cs+]. The catalyst is [Cu]I.CN(C=O)C.O1CCOCC1. The product is [CH2:30]([S:27]([N:24]1[CH2:23][CH2:22][CH:21]([C:5]2[C:4]3[C:8](=[C:9]([C:11]#[N:12])[CH:10]=[C:2]([O:39][C:36]4[CH:37]=[CH:38][C:33]([CH3:32])=[CH:34][CH:35]=4)[CH:3]=3)[N:7]([CH2:13][O:14][CH2:15][CH2:16][Si:17]([CH3:20])([CH3:18])[CH3:19])[CH:6]=2)[CH2:26][CH2:25]1)(=[O:28])=[O:29])[CH3:31]. The yield is 0.490. (2) The reactants are [CH3:1][O:2][C:3]1[CH:12]=[CH:11][C:6]([C:7](OC)=[O:8])=[CH:5][N:4]=1.[BH4-].[Na+].CO. The catalyst is C1COCC1. The product is [CH3:1][O:2][C:3]1[N:4]=[CH:5][C:6]([CH2:7][OH:8])=[CH:11][CH:12]=1. The yield is 0.860. (3) The reactants are [CH:1]([O-:3])=O.[Na+].C(O)=O.[O:8]1[CH:12]=[CH:11][CH:10]=[C:9]1[C:13]([N:15]1[C:24]2[C:19](=[CH:20][CH:21]=[C:22]([C:25]3[CH:30]=[CH:29][C:28]([S:31]([CH3:34])(=[O:33])=[O:32])=[CH:27][CH:26]=3)[CH:23]=2)[NH:18][C@@H:17]([CH3:35])[CH2:16]1)=[O:14]. No catalyst specified. The product is [O:8]1[CH:12]=[CH:11][CH:10]=[C:9]1[C:13]([N:15]1[C:24]2[C:19](=[CH:20][CH:21]=[C:22]([C:25]3[CH:30]=[CH:29][C:28]([S:31]([CH3:34])(=[O:32])=[O:33])=[CH:27][CH:26]=3)[CH:23]=2)[N:18]([CH:1]=[O:3])[C@@H:17]([CH3:35])[CH2:16]1)=[O:14]. The yield is 0.720.